Dataset: Reaction yield outcomes from USPTO patents with 853,638 reactions. Task: Predict the reaction yield, written as a fraction of the theoretical maximum amount of product (1.0 means a 100% yield; for example, 0.34 means a 34% yield). (1) The reactants are B1([O-])OO1.[OH2:5].O.O.O.[Na+].[CH3:10][N:11]([C:18]1[S:19][C:20]([C:23]2[CH:24]=[N:25][CH:26]=[CH:27][CH:28]=2)=[N:21][N:22]=1)[C:12](=[O:17])[CH2:13][CH2:14][S:15][CH3:16]. The catalyst is C(O)(=O)C.C(=O)(O)[O-].[Na+]. The product is [CH3:10][N:11]([C:18]1[S:19][C:20]([C:23]2[CH:24]=[N:25][CH:26]=[CH:27][CH:28]=2)=[N:21][N:22]=1)[C:12](=[O:17])[CH2:13][CH2:14][S:15]([CH3:16])=[O:5]. The yield is 0.780. (2) The reactants are [O:1]=[S:2]1(=[O:37])[CH2:7][CH2:6][N:5]([CH2:8][C:9]2[CH:14]=[CH:13][C:12]([N:15]3[C:19]4[N:20]=[C:21]([N:31]5[CH2:36][CH2:35][O:34][CH2:33][CH2:32]5)[N:22]=[C:23]([C:24]5[CH:25]=[N:26][C:27]([NH2:30])=[N:28][CH:29]=5)[C:18]=4[CH2:17][CH2:16]3)=[CH:11][CH:10]=2)[CH2:4][CH2:3]1.C(C1C(=O)C(Cl)=C(Cl)C(=O)C=1C#N)#N. The catalyst is ClCCl.C(#N)C.CN(C)C=O. The product is [O:37]=[S:2]1(=[O:1])[CH2:3][CH2:4][N:5]([CH2:8][C:9]2[CH:14]=[CH:13][C:12]([N:15]3[C:19]4[N:20]=[C:21]([N:31]5[CH2:36][CH2:35][O:34][CH2:33][CH2:32]5)[N:22]=[C:23]([C:24]5[CH:25]=[N:26][C:27]([NH2:30])=[N:28][CH:29]=5)[C:18]=4[CH:17]=[CH:16]3)=[CH:11][CH:10]=2)[CH2:6][CH2:7]1. The yield is 0.720.